From a dataset of TCR-epitope binding with 47,182 pairs between 192 epitopes and 23,139 TCRs. Binary Classification. Given a T-cell receptor sequence (or CDR3 region) and an epitope sequence, predict whether binding occurs between them. (1) The TCR CDR3 sequence is CASRTINTEAFF. The epitope is PKYVKQNTLKLAT. Result: 1 (the TCR binds to the epitope). (2) The epitope is RIFTIGTVTLK. The TCR CDR3 sequence is CASSPGRRGTEAFF. Result: 0 (the TCR does not bind to the epitope). (3) The epitope is TSNQVAVLY. The TCR CDR3 sequence is CATSESRGGGYGYTF. Result: 0 (the TCR does not bind to the epitope).